From a dataset of Forward reaction prediction with 1.9M reactions from USPTO patents (1976-2016). Predict the product of the given reaction. Given the reactants [NH2:1][C:2]1[C:7]([NH2:8])=[C:6]([C:9]2[CH:16]=[CH:15][C:12]([C:13]#[N:14])=[CH:11][CH:10]=2)[CH:5]=[CH:4][N:3]=1.[NH2:17][C:18]1[CH:26]=[CH:25][C:21]([C:22](O)=O)=[CH:20][N:19]=1, predict the reaction product. The product is: [NH2:17][C:18]1[N:19]=[CH:20][C:21]([C:22]2[NH:1][C:2]3=[N:3][CH:4]=[CH:5][C:6]([C:9]4[CH:16]=[CH:15][C:12]([C:13]#[N:14])=[CH:11][CH:10]=4)=[C:7]3[N:8]=2)=[CH:25][CH:26]=1.